Dataset: Forward reaction prediction with 1.9M reactions from USPTO patents (1976-2016). Task: Predict the product of the given reaction. (1) Given the reactants [Br:1][C:2]1[C:9]([Cl:10])=[CH:8][CH:7]=[CH:6][C:3]=1[CH2:4]Br.[Si]([C:15]#[N:16])(C)(C)C.CCCC[N+](CCCC)(CCCC)CCCC.[F-], predict the reaction product. The product is: [Br:1][C:2]1[C:9]([Cl:10])=[CH:8][CH:7]=[CH:6][C:3]=1[CH2:4][C:15]#[N:16]. (2) Given the reactants [Br:1][C:2]1[CH:14]=[CH:13][C:12]2[C:11]3[C:6](=[CH:7][C:8](Br)=[CH:9][CH:10]=3)[C:5]3([C:27]4[CH:26]=[CH:25][CH:24]=[CH:23][C:22]=4[C:21]4[C:16]3=[CH:17][CH:18]=[CH:19][CH:20]=4)[C:4]=2[CH:3]=1.[CH3:28][O:29][C:30]1[CH:31]=[CH:32][C:33](B(O)O)=[C:34]([C:36]2[CH:41]=[CH:40][CH:39]=[CH:38][CH:37]=2)[CH:35]=1.C([O-])([O-])=O.[Na+].[Na+].CCO, predict the reaction product. The product is: [Br:1][C:2]1[CH:14]=[CH:13][C:12]2[C:11]3[C:6](=[CH:7][C:8]([C:33]4[CH:32]=[CH:31][C:30]([O:29][CH3:28])=[CH:35][C:34]=4[C:36]4[CH:41]=[CH:40][CH:39]=[CH:38][CH:37]=4)=[CH:9][CH:10]=3)[C:5]3([C:27]4[CH:26]=[CH:25][CH:24]=[CH:23][C:22]=4[C:21]4[C:16]3=[CH:17][CH:18]=[CH:19][CH:20]=4)[C:4]=2[CH:3]=1. (3) Given the reactants [CH3:1][C:2]1[CH:6]=[CH:5][O:4][C:3]=1[C:7]([O:9][CH3:10])=[O:8].[Br:11]Br, predict the reaction product. The product is: [Br:11][C:5]1[O:4][C:3]([C:7]([O:9][CH3:10])=[O:8])=[C:2]([CH3:1])[CH:6]=1. (4) Given the reactants [CH3:1][O:2][C:3](=[O:25])[C@@H:4]([NH:12][C:13](=[O:24])[C@@H:14]([OH:23])[C@@H:15]([N:20]=[N+]=[N-])[CH2:16][CH2:17][CH2:18][CH3:19])[CH2:5][C:6]1[CH:11]=[CH:10][CH:9]=[CH:8][CH:7]=1, predict the reaction product. The product is: [CH3:1][O:2][C:3](=[O:25])[C@@H:4]([NH:12][C:13](=[O:24])[C@@H:14]([OH:23])[C@@H:15]([NH2:20])[CH2:16][CH2:17][CH2:18][CH3:19])[CH2:5][C:6]1[CH:11]=[CH:10][CH:9]=[CH:8][CH:7]=1.